Dataset: Reaction yield outcomes from USPTO patents with 853,638 reactions. Task: Predict the reaction yield, written as a fraction of the theoretical maximum amount of product (1.0 means a 100% yield; for example, 0.34 means a 34% yield). (1) The reactants are [O:1]1[C:5]2[CH:6]=[CH:7][C:8]([C:10]3([C:13]([NH:15][C:16]4[CH:17]=[C:18]5[C:22](=[CH:23][CH:24]=4)[N:21]([CH2:25][CH2:26][CH2:27][C:28]([OH:30])=O)[C:20]([C:31]([CH3:34])([CH3:33])[CH3:32])=[CH:19]5)=[O:14])[CH2:12][CH2:11]3)=[CH:9][C:4]=2[O:3][CH2:2]1.CCN(CC)CC.CN(C(ON1N=NC2C=CC=CC1=2)=[N+](C)C)C.F[P-](F)(F)(F)(F)F.[CH2:66]([CH2:68][NH2:69])[OH:67]. The catalyst is CN(C=O)C. The yield is 0.640. The product is [O:1]1[C:5]2[CH:6]=[CH:7][C:8]([C:10]3([C:13]([NH:15][C:16]4[CH:17]=[C:18]5[C:22](=[CH:23][CH:24]=4)[N:21]([CH2:25][CH2:26][CH2:27][C:28]([NH:69][CH2:68][CH2:66][OH:67])=[O:30])[C:20]([C:31]([CH3:32])([CH3:34])[CH3:33])=[CH:19]5)=[O:14])[CH2:12][CH2:11]3)=[CH:9][C:4]=2[O:3][CH2:2]1. (2) The reactants are C(=N[N:9]=[C:10](Cl)[C:11]1[CH:16]=[CH:15][C:14]([C:17]([F:20])([F:19])[F:18])=[CH:13][CH:12]=1)C1C=CC=CC=1.[C:22]([C:25]1[CH:34]=[CH:33][C:28]([C:29]([O:31][CH3:32])=[O:30])=[CH:27][CH:26]=1)(=[S:24])[NH2:23]. The catalyst is CO. The product is [F:18][C:17]([F:19])([F:20])[C:14]1[CH:13]=[CH:12][C:11]([C:10]2[S:24][C:22]([C:25]3[CH:34]=[CH:33][C:28]([C:29]([O:31][CH3:32])=[O:30])=[CH:27][CH:26]=3)=[N:23][N:9]=2)=[CH:16][CH:15]=1. The yield is 0.570. (3) The reactants are C(OC)(=O)C1C(=CC=CC=1)C([O-])=O.C1(N=C=NC2CCCCC2)CCCCC1.C([O:31][C:32]([C:34]1([NH:57]C(OC(C)(C)C)=O)[CH2:39][CH:38]([NH:40][C:41](=[O:51])[C:42]2[CH:47]=[CH:46][CH:45]=[CH:44][C:43]=2[C:48]([OH:50])=[O:49])[CH:37]2[CH:35]1[CH:36]2[C:52]([O:54]CC)=[O:53])=[O:33])C. No catalyst specified. The product is [NH2:57][C:34]1([C:32]([OH:33])=[O:31])[CH2:39][CH:38]([NH:40][C:41](=[O:51])[C:42]2[CH:47]=[CH:46][CH:45]=[CH:44][C:43]=2[C:48]([OH:50])=[O:49])[CH:37]2[CH:35]1[CH:36]2[C:52]([OH:54])=[O:53]. The yield is 0.890. (4) No catalyst specified. The reactants are [CH3:1][C:2]1[C:6]2[C:7](=[O:19])[N:8]([CH2:11][CH2:12][N:13]3[CH2:18][CH2:17][CH2:16][CH2:15][CH2:14]3)[CH2:9][CH2:10][C:5]=2[NH:4][C:3]=1[CH:20]=O.[Cl:22][C:23]1[C:24]([F:39])=[C:25]([C:29]2[CH:37]=[CH:36][CH:35]=[C:34]3[C:30]=2[CH2:31][C:32](=[O:38])[NH:33]3)[CH:26]=[CH:27][CH:28]=1. The product is [Cl:22][C:23]1[C:24]([F:39])=[C:25]([C:29]2[CH:37]=[CH:36][CH:35]=[C:34]3[C:30]=2[C:31](=[CH:20][C:3]2[NH:4][C:5]4[CH2:10][CH2:9][N:8]([CH2:11][CH2:12][N:13]5[CH2:14][CH2:15][CH2:16][CH2:17][CH2:18]5)[C:7](=[O:19])[C:6]=4[C:2]=2[CH3:1])[C:32](=[O:38])[NH:33]3)[CH:26]=[CH:27][CH:28]=1. The yield is 0.531. (5) The reactants are [C:1]([O:5][C:6](=[O:32])[NH:7][CH:8]1[CH2:13][CH2:12][N:11]([C:14]2[N:15]([CH3:31])[C:16](=[O:30])[C:17](Cl)=[C:18]([C:20]3[CH:25]=[CH:24][C:23]([C:26]#[N:27])=[C:22]([F:28])[CH:21]=3)[N:19]=2)[CH2:10][CH2:9]1)([CH3:4])([CH3:3])[CH3:2].[O:33]1[C:37]2[CH:38]=[CH:39][C:40](B(O)O)=[CH:41][C:36]=2[CH:35]=[CH:34]1.C([O-])([O-])=O.[Na+].[Na+]. The catalyst is O1CCOCC1.O.C1C=CC([P]([Pd]([P](C2C=CC=CC=2)(C2C=CC=CC=2)C2C=CC=CC=2)([P](C2C=CC=CC=2)(C2C=CC=CC=2)C2C=CC=CC=2)[P](C2C=CC=CC=2)(C2C=CC=CC=2)C2C=CC=CC=2)(C2C=CC=CC=2)C2C=CC=CC=2)=CC=1. The product is [C:1]([O:5][C:6](=[O:32])[NH:7][CH:8]1[CH2:13][CH2:12][N:11]([C:14]2[N:15]([CH3:31])[C:16](=[O:30])[C:17]([C:40]3[CH:41]=[CH:36][C:35]4[C:39]=3[CH:38]=[CH:37][O:33][CH:34]=4)=[C:18]([C:20]3[CH:25]=[CH:24][C:23]([C:26]#[N:27])=[C:22]([F:28])[CH:21]=3)[N:19]=2)[CH2:10][CH2:9]1)([CH3:4])([CH3:3])[CH3:2]. The yield is 0.420. (6) The reactants are [NH2:1][C:2]1[CH:3]=[C:4]([OH:8])[CH:5]=[CH:6][CH:7]=1.Br[CH2:10][CH2:11][CH2:12][CH2:13]Br.C(N(CC)CC)C. The catalyst is C1(C)C=CC=CC=1. The product is [N:1]1([C:2]2[CH:3]=[C:4]([OH:8])[CH:5]=[CH:6][CH:7]=2)[CH2:13][CH2:12][CH2:11][CH2:10]1. The yield is 0.320.